Dataset: Reaction yield outcomes from USPTO patents with 853,638 reactions. Task: Predict the reaction yield, written as a fraction of the theoretical maximum amount of product (1.0 means a 100% yield; for example, 0.34 means a 34% yield). The reactants are [Cl:1][C:2]1[N:7]=[CH:6][N+:5]([O-])=[C:4]2[CH2:9][CH2:10][C@@H:11]([CH3:12])[C:3]=12.[C:13]([O:16]C(=O)C)(=[O:15])[CH3:14]. No catalyst specified. The product is [C:13]([O:16][CH:9]1[C:4]2[N:5]=[CH:6][N:7]=[C:2]([Cl:1])[C:3]=2[C@H:11]([CH3:12])[CH2:10]1)(=[O:15])[CH3:14]. The yield is 0.700.